This data is from Full USPTO retrosynthesis dataset with 1.9M reactions from patents (1976-2016). The task is: Predict the reactants needed to synthesize the given product. (1) Given the product [C:23]([O:1][C@:2]([CH2:18][CH:19]=[C:20]([CH3:22])[CH3:21])([CH2:13][C:14]([O:16][CH3:17])=[O:15])[C:3]([O:5][CH2:6][C:7]1[CH:8]=[CH:9][CH:10]=[CH:11][CH:12]=1)=[O:4])(=[O:25])[CH3:24], predict the reactants needed to synthesize it. The reactants are: [OH:1][C@:2]([CH2:18][CH:19]=[C:20]([CH3:22])[CH3:21])([CH2:13][C:14]([O:16][CH3:17])=[O:15])[C:3]([O:5][CH2:6][C:7]1[CH:12]=[CH:11][CH:10]=[CH:9][CH:8]=1)=[O:4].[C:23](OC(=O)C)(=[O:25])[CH3:24].CCOC(C)=O. (2) Given the product [F:22][C:18]1[CH:17]=[C:16]2[C:21]([C:13]([C:11]3[CH:12]=[C:7]4[NH:6][C:5](=[O:30])[N:4]([CH2:3][C:36]([OH:37])=[O:35])[C:8]4=[N:9][CH:10]=3)=[CH:14][NH:15]2)=[CH:20][CH:19]=1, predict the reactants needed to synthesize it. The reactants are: NC(=O)[CH2:3][N:4]1[C:8]2=[N:9][CH:10]=[C:11]([C:13]3[C:21]4[C:16](=[CH:17][C:18]([F:22])=[CH:19][CH:20]=4)[N:15](C(OC(C)(C)C)=O)[CH:14]=3)[CH:12]=[C:7]2[NH:6][C:5]1=[O:30].Cl.CC[O:35][C:36](C)=[O:37]. (3) Given the product [CH2:7]([S:8][C:16]1[C:21]([Cl:22])=[CH:20][C:19]([N+:23]([O-:25])=[O:24])=[CH:18][N:17]=1)[C:1]1[CH:6]=[CH:5][CH:4]=[CH:3][CH:2]=1, predict the reactants needed to synthesize it. The reactants are: [C:1]1([CH2:7][SH:8])[CH:6]=[CH:5][CH:4]=[CH:3][CH:2]=1.C(=O)([O-])[O-].[K+].[K+].Cl[C:16]1[C:21]([Cl:22])=[CH:20][C:19]([N+:23]([O-:25])=[O:24])=[CH:18][N:17]=1. (4) Given the product [Cl:1][C:2]1[CH:3]=[CH:4][C:5]([C:8]#[C:9][C:10]2[CH:11]=[CH:12][C:13]([CH2:14][N:15]([C:16]([C:18]3[O:22][N:21]=[CH:20][CH:19]=3)=[O:17])[C:23]3[CH:35]=[CH:34][C:26]([OH:27])=[C:25]([CH:24]=3)[C:30]([OH:31])=[O:29])=[CH:36][CH:37]=2)=[CH:6][CH:7]=1, predict the reactants needed to synthesize it. The reactants are: [Cl:1][C:2]1[CH:7]=[CH:6][C:5]([C:8]#[C:9][C:10]2[CH:37]=[CH:36][C:13]([CH2:14][N:15]([C:23]3[CH:35]=[CH:34][C:26]4[O:27]C(C)(C)[O:29][C:30](=[O:31])[C:25]=4[CH:24]=3)[C:16]([C:18]3[O:22][N:21]=[CH:20][CH:19]=3)=[O:17])=[CH:12][CH:11]=2)=[CH:4][CH:3]=1.[OH-].[Na+]. (5) The reactants are: Br[C:2]1[CH:3]=[C:4]2[C:8](=[C:9]([C:11]([NH2:13])=[O:12])[CH:10]=1)[NH:7][CH:6]=[C:5]2[CH:14]1[CH2:19][CH2:18][N:17]([S:20]([CH2:23][CH3:24])(=[O:22])=[O:21])[CH2:16][CH2:15]1.C(=O)([O-])[O-].[Na+].[Na+].CC1(C)C(C)(C)OB([C:39]2[CH:40]=[C:41]3[O:45][CH2:44][CH2:43][C:42]3=[C:46]([CH:48]=[O:49])[CH:47]=2)O1. Given the product [CH2:23]([S:20]([N:17]1[CH2:18][CH2:19][CH:14]([C:5]2[C:4]3[C:8](=[C:9]([C:11]([NH2:13])=[O:12])[CH:10]=[C:2]([C:39]4[CH:47]=[C:46]([CH:48]=[O:49])[C:42]5[CH2:43][CH2:44][O:45][C:41]=5[CH:40]=4)[CH:3]=3)[NH:7][CH:6]=2)[CH2:15][CH2:16]1)(=[O:22])=[O:21])[CH3:24], predict the reactants needed to synthesize it. (6) Given the product [CH3:1][N:5]1[C:13]2[N:12]=[CH:11][NH:10][C:9]=2[C:8](=[O:14])[N:7]([CH2:15][CH2:16][CH2:17][C:18]2[CH:19]=[CH:20][CH:21]=[CH:22][CH:23]=2)[C:6]1=[O:24], predict the reactants needed to synthesize it. The reactants are: [CH2:1]([N:5]1[C:13]2[N:12]=[CH:11][NH:10][C:9]=2[C:8](=[O:14])[N:7]([CH2:15][CH2:16][CH2:17][C:18]2[CH:23]=[CH:22][CH:21]=[CH:20][CH:19]=2)[C:6]1=[O:24])CCC.CN1C2N=CN(CC3C=CC=CC=3)C=2C(=O)N(CCCC2C=CC=CC=2)C1=O.